Dataset: Forward reaction prediction with 1.9M reactions from USPTO patents (1976-2016). Task: Predict the product of the given reaction. (1) Given the reactants [Cl:1][C:2]1[CH:21]=[C:20]([Cl:22])[CH:19]=[CH:18][C:3]=1[CH2:4][O:5][C:6]1[CH:17]=[CH:16][C:9]2[C@H:10]([CH2:13][CH2:14][NH2:15])[CH2:11][O:12][C:8]=2[CH:7]=1.[C:23](Cl)(=[O:25])[CH3:24].C([O-])(O)=O.[Na+], predict the reaction product. The product is: [Cl:1][C:2]1[CH:21]=[C:20]([Cl:22])[CH:19]=[CH:18][C:3]=1[CH2:4][O:5][C:6]1[CH:17]=[CH:16][C:9]2[C@H:10]([CH2:13][CH2:14][NH:15][C:23](=[O:25])[CH3:24])[CH2:11][O:12][C:8]=2[CH:7]=1. (2) Given the reactants [Br:1][C:2]1(O)[CH:7]=[CH:6][CH:5]=[CH:4][NH:3]1.[H-].[Na+].CC1C=CC(S([O:21][CH2:22][C@@H:23]2[CH2:27][CH2:26][CH2:25][N:24]2[S:28]([C:31]2[CH:39]=[CH:38][C:37]3[N:36]4[CH2:40][C:41]([CH3:45])([CH3:44])[CH2:42][N:43]=[C:35]4[C:34]4(OCCC[O:46]4)[C:33]=3[CH:32]=2)(=[O:30])=[O:29])(=O)=O)=CC=1, predict the reaction product. The product is: [Br:1][C:2]1[C:7]([O:21][CH2:22][C@@H:23]2[CH2:27][CH2:26][CH2:25][N:24]2[S:28]([C:31]2[CH:39]=[CH:38][C:37]3[N:36]4[CH2:40][C:41]([CH3:44])([CH3:45])[CH2:42][N:43]=[C:35]4[C:34](=[O:46])[C:33]=3[CH:32]=2)(=[O:29])=[O:30])=[CH:6][CH:5]=[CH:4][N:3]=1. (3) Given the reactants [C:1]([O-:4])([O-])=O.[K+].[K+].FC1C=C(OC)C=C(F)C=1CBr.[CH3:19][O:20][C:21]1C(C)=[CH:25][C:24]([N:28]2[C:33](=[O:34])[N:32]([CH2:35][C:36]3[C:41]([F:42])=[CH:40][C:39](F)=[CH:38][C:37]=3[F:44])[C:31]3[CH:45]=[CH:46][CH:47]=[CH:48][C:30]=3[S:29]2(=[O:50])=[O:49])=[CH:23][C:22]=1C.C[N:53](C=O)C, predict the reaction product. The product is: [F:44][C:37]1[CH:38]=[C:39]([O:4][CH3:1])[CH:40]=[C:41]([F:42])[C:36]=1[CH2:35][N:32]1[C:31]2[CH:45]=[CH:46][CH:47]=[CH:48][C:30]=2[S:29](=[O:50])(=[O:49])[N:28]([C:24]2[CH:25]=[N:53][C:21]([O:20][CH3:19])=[CH:22][CH:23]=2)[C:33]1=[O:34]. (4) Given the reactants [OH-].[Na+].[Cl:3][C:4]1[CH:5]=[C:6]([C:27]2[CH:28]=[N:29][C:30]([O:34][CH2:35][C:36]3([C:40]([O:42]CC)=[O:41])[CH2:39][CH2:38][CH2:37]3)=[CH:31][C:32]=2[CH3:33])[CH:7]=[N:8][C:9]=1[C:10]1[N:11]([CH2:19][O:20][CH2:21][CH2:22][Si:23]([CH3:26])([CH3:25])[CH3:24])[CH:12]=[C:13]([C:15]([F:18])([F:17])[F:16])[N:14]=1, predict the reaction product. The product is: [Cl:3][C:4]1[CH:5]=[C:6]([C:27]2[CH:28]=[N:29][C:30]([O:34][CH2:35][C:36]3([C:40]([OH:42])=[O:41])[CH2:37][CH2:38][CH2:39]3)=[CH:31][C:32]=2[CH3:33])[CH:7]=[N:8][C:9]=1[C:10]1[N:11]([CH2:19][O:20][CH2:21][CH2:22][Si:23]([CH3:26])([CH3:24])[CH3:25])[CH:12]=[C:13]([C:15]([F:17])([F:16])[F:18])[N:14]=1. (5) Given the reactants [Cl:1][C:2]1[CH:3]=[C:4]([CH:14]=[C:15]([Cl:17])[CH:16]=1)/[CH:5]=[C:6](\[C:10](=[O:13])[CH2:11][CH3:12])/[C:7](=[O:9])[CH3:8].ClC1C=C(C=C(Cl)C=1)/C=C(/C(=O)CC)\C(=O)C, predict the reaction product. The product is: [Cl:1][C:2]1[CH:3]=[C:4]([CH:14]=[C:15]([Cl:17])[CH:16]=1)[CH2:5][CH:6]([C:10](=[O:13])[CH2:11][CH3:12])[C:7](=[O:9])[CH3:8]. (6) Given the reactants [OH:1][C@H:2]1[C@H:7]([C:8]2[CH:13]=[CH:12][C:11]([O:14][CH2:15][CH2:16][CH2:17][CH2:18][O:19][CH3:20])=[CH:10][CH:9]=2)[C@@H:6]([O:21][CH2:22][C:23]2[CH:24]=[CH:25][C:26]3[O:31][CH2:30][CH2:29][N:28]([CH2:32][CH2:33][CH2:34][O:35][CH3:36])[C:27]=3[CH:37]=2)[CH2:5][N:4](C(OCC2C=CC=CC=2)=O)[CH2:3]1.[CH2:48]([Mg]Br)[CH3:49], predict the reaction product. The product is: [CH3:20][O:19][CH2:18][CH2:17][CH2:16][CH2:15][O:14][C:11]1[CH:10]=[CH:9][C:8]([C@@H:7]2[C@@H:6]([O:21][CH2:22][C:23]3[CH:24]=[CH:25][C:26]4[O:31][CH2:30][CH2:29][N:28]([CH2:32][CH2:33][CH2:34][O:35][CH3:36])[C:27]=4[CH:37]=3)[CH2:5][NH:4][CH2:3][C@H:2]2[O:1][CH2:3][C@H:2]([OH:1])[CH2:7][CH2:48][CH3:49])=[CH:13][CH:12]=1. (7) Given the reactants [F-].C([N+](CCCC)(CCCC)CCCC)CCC.[CH3:19][O:20][C:21](=[O:49])[C:22]1[CH:27]=[C:26]([CH3:28])[C:25](Br)=[C:24]([S:30]([CH2:33][C:34]2[CH:39]=[CH:38][CH:37]=[C:36]([Cl:40])[C:35]=2[O:41][Si](C(C)(C)C)(C)C)(=[O:32])=[O:31])[CH:23]=1, predict the reaction product. The product is: [CH3:19][O:20][C:21]([C:22]1[CH:27]=[C:26]([CH3:28])[C:25]2[O:41][C:35]3[C:36]([Cl:40])=[CH:37][CH:38]=[CH:39][C:34]=3[CH2:33][S:30](=[O:32])(=[O:31])[C:24]=2[CH:23]=1)=[O:49]. (8) Given the reactants Cl[C:2]1[C:3]2[N:11]([CH2:12][O:13][CH2:14][CH2:15][Si:16]([CH3:19])([CH3:18])[CH3:17])[C:10]([CH3:20])=[C:9]([C:21]([O:23][CH3:24])=[O:22])[C:4]=2[N:5]=[C:6]([CH3:8])[N:7]=1.[CH:25]1([CH2:28][O:29][C:30]2[CH:35]=[C:34]([F:36])[C:33]([O:37][CH3:38])=[CH:32][C:31]=2B2OC(C)(C)C(C)(C)O2)[CH2:27][CH2:26]1, predict the reaction product. The product is: [CH:25]1([CH2:28][O:29][C:30]2[CH:35]=[C:34]([F:36])[C:33]([O:37][CH3:38])=[CH:32][C:31]=2[C:2]2[C:3]3[N:11]([CH2:12][O:13][CH2:14][CH2:15][Si:16]([CH3:19])([CH3:18])[CH3:17])[C:10]([CH3:20])=[C:9]([C:21]([O:23][CH3:24])=[O:22])[C:4]=3[N:5]=[C:6]([CH3:8])[N:7]=2)[CH2:26][CH2:27]1.